Dataset: Full USPTO retrosynthesis dataset with 1.9M reactions from patents (1976-2016). Task: Predict the reactants needed to synthesize the given product. (1) Given the product [Cl:1][C:2]1[CH:9]=[CH:8][C:5]([C:6](=[O:7])[CH2:12][CH3:13])=[C:4]([O:10][CH3:11])[CH:3]=1, predict the reactants needed to synthesize it. The reactants are: [Cl:1][C:2]1[CH:9]=[CH:8][C:5]([CH:6]=[O:7])=[C:4]([O:10][CH3:11])[CH:3]=1.[CH3:12][CH2:13][Mg+].[Br-].C1C=C[NH+]=CC=1.[O-][Cr](Cl)(=O)=O. (2) Given the product [CH:21]1([C:19]([N:16]2[CH2:17][CH2:18][C@@H:14]([CH2:13][N:12]3[CH:11]=[N:10][N:9]=[C:8]3[C:5]3[CH:6]=[CH:7][C:2]([C:48]4[CH:49]=[C:50]5[C:54](=[CH:55][CH:56]=4)[N:53]([CH3:57])[CH:52]=[CH:51]5)=[CH:3][CH:4]=3)[CH2:15]2)=[O:20])[CH2:23][CH2:22]1, predict the reactants needed to synthesize it. The reactants are: Br[C:2]1[CH:7]=[CH:6][C:5]([C:8]2[N:12]([CH2:13][C@@H:14]3[CH2:18][CH2:17][N:16]([C:19]([CH:21]4[CH2:23][CH2:22]4)=[O:20])[CH2:15]3)[CH:11]=[N:10][N:9]=2)=[CH:4][CH:3]=1.B1(B2OC(C)(C)C(C)(C)O2)OC(C)(C)C(C)(C)O1.CC([O-])=O.[K+].Br[C:48]1[CH:49]=[C:50]2[C:54](=[CH:55][CH:56]=1)[N:53]([CH3:57])[CH:52]=[CH:51]2.C([O-])([O-])=O.[K+].[K+]. (3) Given the product [Br:6][C:7]1[CH:15]=[CH:14][CH:13]=[C:12]2[C:8]=1[C:9]([CH:23]([CH3:2])[C:24]#[N:25])=[CH:10][NH:11]2, predict the reactants needed to synthesize it. The reactants are: O1CCC[CH2:2]1.[Br:6][C:7]1[CH:15]=[CH:14][CH:13]=[C:12]2[C:8]=1[C:9]([CH2:23][C:24]#[N:25])=[CH:10][N:11]2C(OC(C)(C)C)=O.C([N-]C(C)C)(C)C.[Li+].CI. (4) Given the product [CH:1]1([NH:7][C:8]2[C:13]([C:14]3[CH2:23][C:17]4([CH2:18][CH:19]([C:21]([OH:32])=[O:29])[CH2:20]4)[O:16][N:15]=3)=[CH:12][N:11]=[C:10]3[N:24]([CH2:27][CH3:28])[N:25]=[CH:26][C:9]=23)[CH2:6][CH2:5][CH2:4][CH2:3][CH2:2]1, predict the reactants needed to synthesize it. The reactants are: [CH:1]1([NH:7][C:8]2[C:13]([C:14]3[CH2:23][C:17]4([CH2:20][CH:19]([C:21]#N)[CH2:18]4)[O:16][N:15]=3)=[CH:12][N:11]=[C:10]3[N:24]([CH2:27][CH3:28])[N:25]=[CH:26][C:9]=23)[CH2:6][CH2:5][CH2:4][CH2:3][CH2:2]1.[OH-:29].[K+].Cl.[OH2:32]. (5) The reactants are: N#N.[NH:3]1[C:7]2[CH:8]=[CH:9][CH:10]=[CH:11][C:6]=2[N:5]=[C:4]1[C@H:12]([NH:22][C:23]([N:25]1[CH:32]2[CH:28]([N:29](C(OC(C)(C)C)=O)[CH2:30][CH2:31]2)[CH2:27][CH2:26]1)=[O:24])[CH2:13][C:14]1[CH:19]=[CH:18][C:17]([O:20][CH3:21])=[CH:16][CH:15]=1.FC(F)(F)S(O[Si](C(C)(C)C)(C)C)(=O)=O. Given the product [NH:3]1[C:7]2[CH:8]=[CH:9][CH:10]=[CH:11][C:6]=2[N:5]=[C:4]1[C@H:12]([NH:22][C:23]([N:25]1[CH2:26][CH2:27][CH:28]2[NH:29][CH2:30][CH2:31][CH:32]12)=[O:24])[CH2:13][C:14]1[CH:19]=[CH:18][C:17]([O:20][CH3:21])=[CH:16][CH:15]=1, predict the reactants needed to synthesize it. (6) Given the product [CH3:1][N:32]1[CH2:31][CH2:30][N:29]([C:25]2[CH:26]=[CH:27][CH:28]=[C:23]([B:18]3[O:17][C:16]([CH3:35])([CH3:15])[C:20]([CH3:21])([CH3:22])[O:19]3)[CH:24]=2)[CH2:34][CH2:33]1, predict the reactants needed to synthesize it. The reactants are: [C:1](O[BH-](OC(=O)C)OC(=O)C)(=O)C.[Na+].[CH3:15][C:16]1([CH3:35])[C:20]([CH3:22])([CH3:21])[O:19][B:18]([C:23]2[CH:24]=[C:25]([N:29]3[CH2:34][CH2:33][NH:32][CH2:31][CH2:30]3)[CH:26]=[CH:27][CH:28]=2)[O:17]1.C=O. (7) Given the product [CH3:3][C:4]1([CH3:20])[CH2:9][C:8]([CH3:10])([CH3:11])[CH2:7][C:6]([CH2:14][C:15]([OH:17])=[O:16])([CH:12]=[CH2:13])[CH2:5]1, predict the reactants needed to synthesize it. The reactants are: [OH-].[Na+].[CH3:3][C:4]1([CH3:20])[CH2:9][C:8]([CH3:11])([CH3:10])[CH2:7][C:6]([CH2:14][C:15]([O:17]CC)=[O:16])([CH:12]=[CH2:13])[CH2:5]1.O.Cl. (8) Given the product [F:1][C:2]1[C:3]([CH3:25])=[C:4]([C@:8]2([C:21]([O:23][CH3:24])=[O:22])[CH2:12][CH2:11][C:10]([C:34]3[CH:35]=[N:36][N:37]([CH2:39][C:40]([F:43])([F:42])[F:41])[CH:38]=3)=[CH:9]2)[CH:5]=[CH:6][CH:7]=1, predict the reactants needed to synthesize it. The reactants are: [F:1][C:2]1[C:3]([CH3:25])=[C:4]([C@:8]2([C:21]([O:23][CH3:24])=[O:22])[CH2:12][CH2:11][C:10](OS(C(F)(F)F)(=O)=O)=[CH:9]2)[CH:5]=[CH:6][CH:7]=1.CC1(C)C(C)(C)OB([C:34]2[CH:35]=[N:36][N:37]([CH2:39][C:40]([F:43])([F:42])[F:41])[CH:38]=2)O1. (9) Given the product [NH2:7][CH2:8][C:9]([NH:10][CH2:11][CH2:12][O:13][C:14]1[C:19]([CH3:20])=[CH:18][C:17]([C:21]2[N:25]=[C:24]([C:26]3[CH:31]=[C:30]([CH3:32])[N:29]=[C:28]([N:33]([CH2:36][CH3:37])[CH2:34][CH3:35])[CH:27]=3)[O:23][N:22]=2)=[CH:16][C:15]=1[CH2:38][CH3:39])=[O:40], predict the reactants needed to synthesize it. The reactants are: C(OC(=O)[NH:7][CH2:8][C:9](=[O:40])[NH:10][CH2:11][CH2:12][O:13][C:14]1[C:19]([CH3:20])=[CH:18][C:17]([C:21]2[N:25]=[C:24]([C:26]3[CH:31]=[C:30]([CH3:32])[N:29]=[C:28]([N:33]([CH2:36][CH3:37])[CH2:34][CH3:35])[CH:27]=3)[O:23][N:22]=2)=[CH:16][C:15]=1[CH2:38][CH3:39])(C)(C)C.FC(F)(F)C(O)=O.